Task: Regression. Given two drug SMILES strings and cell line genomic features, predict the synergy score measuring deviation from expected non-interaction effect.. Dataset: NCI-60 drug combinations with 297,098 pairs across 59 cell lines (1) Drug 1: CC(CN1CC(=O)NC(=O)C1)N2CC(=O)NC(=O)C2. Drug 2: CCN(CC)CCCC(C)NC1=C2C=C(C=CC2=NC3=C1C=CC(=C3)Cl)OC. Cell line: ACHN. Synergy scores: CSS=45.8, Synergy_ZIP=-2.88, Synergy_Bliss=2.43, Synergy_Loewe=2.24, Synergy_HSA=4.84. (2) Drug 1: C1=CC(=CC=C1CCC2=CNC3=C2C(=O)NC(=N3)N)C(=O)NC(CCC(=O)O)C(=O)O. Drug 2: C1=CC(=C2C(=C1NCCNCCO)C(=O)C3=C(C=CC(=C3C2=O)O)O)NCCNCCO. Cell line: OVCAR-5. Synergy scores: CSS=48.5, Synergy_ZIP=-3.90, Synergy_Bliss=1.90, Synergy_Loewe=5.07, Synergy_HSA=6.30. (3) Drug 1: C1=CC=C(C=C1)NC(=O)CCCCCCC(=O)NO. Drug 2: CC(C)NC(=O)C1=CC=C(C=C1)CNNC.Cl. Cell line: COLO 205. Synergy scores: CSS=0.517, Synergy_ZIP=3.19, Synergy_Bliss=5.46, Synergy_Loewe=-8.28, Synergy_HSA=-3.62. (4) Drug 1: C1=CC(=CC=C1CCC2=CNC3=C2C(=O)NC(=N3)N)C(=O)NC(CCC(=O)O)C(=O)O. Drug 2: C(CN)CNCCSP(=O)(O)O. Cell line: TK-10. Synergy scores: CSS=48.5, Synergy_ZIP=1.76, Synergy_Bliss=-0.324, Synergy_Loewe=-12.5, Synergy_HSA=0.0848. (5) Drug 1: CC1=C(C(CCC1)(C)C)C=CC(=CC=CC(=CC(=O)O)C)C. Drug 2: CC1CCCC2(C(O2)CC(NC(=O)CC(C(C(=O)C(C1O)C)(C)C)O)C(=CC3=CSC(=N3)C)C)C. Cell line: HCT116. Synergy scores: CSS=66.5, Synergy_ZIP=2.69, Synergy_Bliss=1.03, Synergy_Loewe=4.26, Synergy_HSA=5.47. (6) Drug 1: C1CCC(CC1)NC(=O)N(CCCl)N=O. Drug 2: C1=C(C(=O)NC(=O)N1)F. Cell line: IGROV1. Synergy scores: CSS=48.7, Synergy_ZIP=3.60, Synergy_Bliss=2.64, Synergy_Loewe=4.97, Synergy_HSA=6.86. (7) Drug 1: C1CC(=O)NC(=O)C1N2CC3=C(C2=O)C=CC=C3N. Drug 2: C1=CC(=CC=C1CCC2=CNC3=C2C(=O)NC(=N3)N)C(=O)NC(CCC(=O)O)C(=O)O. Cell line: KM12. Synergy scores: CSS=4.11, Synergy_ZIP=-4.36, Synergy_Bliss=-5.87, Synergy_Loewe=-4.23, Synergy_HSA=-4.18. (8) Synergy scores: CSS=57.4, Synergy_ZIP=1.48, Synergy_Bliss=3.04, Synergy_Loewe=-20.0, Synergy_HSA=4.83. Drug 2: CC1C(C(CC(O1)OC2CC(CC3=C2C(=C4C(=C3O)C(=O)C5=CC=CC=C5C4=O)O)(C(=O)C)O)N)O. Cell line: NCI-H226. Drug 1: CN1CCC(CC1)COC2=C(C=C3C(=C2)N=CN=C3NC4=C(C=C(C=C4)Br)F)OC. (9) Drug 2: CC(C)(C1=NC(=CC=C1)N2C3=NC(=NC=C3C(=O)N2CC=C)NC4=CC=C(C=C4)N5CCN(CC5)C)O. Cell line: OVCAR3. Synergy scores: CSS=60.9, Synergy_ZIP=0.783, Synergy_Bliss=0.294, Synergy_Loewe=-58.6, Synergy_HSA=-0.586. Drug 1: CN(C)C(=N)N=C(N)N.